This data is from Peptide-MHC class I binding affinity with 185,985 pairs from IEDB/IMGT. The task is: Regression. Given a peptide amino acid sequence and an MHC pseudo amino acid sequence, predict their binding affinity value. This is MHC class I binding data. (1) The peptide sequence is LYSRSFWFF. The MHC is HLA-C04:01 with pseudo-sequence HLA-C04:01. The binding affinity (normalized) is 0.0847. (2) The peptide sequence is MVQYTRNSF. The MHC is HLA-B08:01 with pseudo-sequence HLA-B08:01. The binding affinity (normalized) is 0.0847.